This data is from Catalyst prediction with 721,799 reactions and 888 catalyst types from USPTO. The task is: Predict which catalyst facilitates the given reaction. (1) Reactant: [F:1][C:2]1[CH:7]=[CH:6][C:5]([C:8]2[C:9](=[O:22])[O:10][CH2:11][C:12]=2[C:13]2[CH:18]=[CH:17][C:16](SC)=[CH:15][C:14]=2[F:21])=[CH:4][CH:3]=1.O[O:24][S:25]([O-:27])=O.[K+].[CH3:29]C(C)=O. Product: [F:1][C:2]1[CH:3]=[CH:4][C:5]([C:8]2[C:9](=[O:22])[O:10][CH2:11][C:12]=2[C:13]2[CH:18]=[CH:17][C:16]([S:25]([CH3:29])(=[O:27])=[O:24])=[CH:15][C:14]=2[F:21])=[CH:6][CH:7]=1. The catalyst class is: 6. (2) Reactant: [CH3:1][O:2][C:3]1[CH:4]=[C:5]2[C:10](=[CH:11][C:12]=1[O:13][CH3:14])[CH:9]([CH2:15][C:16]1[C:25]3[C:20](=[CH:21][CH:22]=[CH:23][CH:24]=3)[CH:19]=[CH:18][CH:17]=1)[NH:8][CH2:7][CH2:6]2.C(N[C@H](C1C=CC=CC=1)C(O)=O)(=O)C.CC(C)=O. Product: [CH3:1][O:2][C:3]1[CH:4]=[C:5]2[C:10](=[CH:11][C:12]=1[O:13][CH3:14])[C@H:9]([CH2:15][C:16]1[C:25]3[C:20](=[CH:21][CH:22]=[CH:23][CH:24]=3)[CH:19]=[CH:18][CH:17]=1)[NH:8][CH2:7][CH2:6]2. The catalyst class is: 5.